Dataset: Full USPTO retrosynthesis dataset with 1.9M reactions from patents (1976-2016). Task: Predict the reactants needed to synthesize the given product. (1) The reactants are: Br.[OH:2][C:3]1[CH:4]=[C:5]([C:9]2[N:10]=[CH:11][N:12]([C:14]([N:16]([CH3:29])[CH:17]3[CH2:22][CH2:21][N:20]([C:23]4[CH:28]=[CH:27][CH:26]=[CH:25][CH:24]=4)[CH2:19][CH2:18]3)=[O:15])[CH:13]=2)[CH:6]=[CH:7][CH:8]=1.[S:30](Cl)(=[O:33])(=[O:32])[NH2:31]. Given the product [S:30](=[O:33])(=[O:32])([O:2][C:3]1[CH:8]=[CH:7][CH:6]=[C:5]([C:9]2[N:10]=[CH:11][N:12]([C:14](=[O:15])[N:16]([CH3:29])[CH:17]3[CH2:18][CH2:19][N:20]([C:23]4[CH:24]=[CH:25][CH:26]=[CH:27][CH:28]=4)[CH2:21][CH2:22]3)[CH:13]=2)[CH:4]=1)[NH2:31], predict the reactants needed to synthesize it. (2) Given the product [NH2:23][C:20]1[CH:19]=[CH:18][C:17]([CH2:16][N:12]2[CH2:13][CH2:14][CH2:15][N:10]([CH2:9][C:8]3[CH:27]=[CH:28][C:5]([C:1]([CH3:4])([CH3:2])[CH3:3])=[CH:6][CH:7]=3)[C:11]2=[O:26])=[CH:22][CH:21]=1, predict the reactants needed to synthesize it. The reactants are: [C:1]([C:5]1[CH:28]=[CH:27][C:8]([CH2:9][N:10]2[CH2:15][CH2:14][CH2:13][N:12]([CH2:16][C:17]3[CH:22]=[CH:21][C:20]([N+:23]([O-])=O)=[CH:19][CH:18]=3)[C:11]2=[O:26])=[CH:7][CH:6]=1)([CH3:4])([CH3:3])[CH3:2].[H][H].